Dataset: hERG potassium channel inhibition data for cardiac toxicity prediction from Karim et al.. Task: Regression/Classification. Given a drug SMILES string, predict its toxicity properties. Task type varies by dataset: regression for continuous values (e.g., LD50, hERG inhibition percentage) or binary classification for toxic/non-toxic outcomes (e.g., AMES mutagenicity, cardiotoxicity, hepatotoxicity). Dataset: herg_karim. The molecule is COCC(=O)O[C@@]1(CC[NH+](C)CCCc2nc3ccccc3[nH]2)CCc2cc(F)ccc2[C@@H]1C(C)C. The result is 1 (blocker).